This data is from Experimentally validated miRNA-target interactions with 360,000+ pairs, plus equal number of negative samples. The task is: Binary Classification. Given a miRNA mature sequence and a target amino acid sequence, predict their likelihood of interaction. (1) The miRNA is hsa-miR-3605-3p with sequence CCUCCGUGUUACCUGUCCUCUAG. The protein sequence of the target gene is MERLGEKASRLLEKFGRRKGESSRSGSDGTPGPGKGRLSGLGGPRKSGPRGATGGPGDEPLEPAREQGSLDAERNQRGSFEAPRYEGSFPAGPPPTRALPLPQSLPPDFRLEPTAPALSPRSSFASSSASDASKPSSPRGSLLLDGAGAGGAGGSRPCSNRTSGISMGYDQRHGSPLPAGPCLFGPPLAGAPAGYSPGGVPSAYPELHAALDRLYAQRPAGFGCQESRHSYPPALGSPGALAGAGVGAAGPLERRGAQPGRHSVTGYGDCAVGARYQDELTALLRLTVGTGGREAGARGE.... Result: 0 (no interaction). (2) The miRNA is hsa-miR-548ah-5p with sequence AAAAGUGAUUGCAGUGUUUG. The protein sequence of the target gene is MPMKGRFPIRRTLQYLSQGNVVFKDSVKVMTVNYNTHGELGEGARKFVFFNIPQIQYKNPWVQIMMFKNMTPSPFLRFYLDSGEQVLVDVETKSNKEIMEHIRKILGKNEETLREEEEEKKQLSHPANFGPRKYCLRECICEVEGQVPCPSLVPLPKEMRGKYKAALKADAQD. Result: 0 (no interaction).